This data is from NCI-60 drug combinations with 297,098 pairs across 59 cell lines. The task is: Regression. Given two drug SMILES strings and cell line genomic features, predict the synergy score measuring deviation from expected non-interaction effect. (1) Synergy scores: CSS=44.8, Synergy_ZIP=1.63, Synergy_Bliss=-1.59, Synergy_Loewe=-30.6, Synergy_HSA=-1.60. Drug 1: CCN(CC)CCNC(=O)C1=C(NC(=C1C)C=C2C3=C(C=CC(=C3)F)NC2=O)C. Cell line: A549. Drug 2: C#CCC(CC1=CN=C2C(=N1)C(=NC(=N2)N)N)C3=CC=C(C=C3)C(=O)NC(CCC(=O)O)C(=O)O. (2) Drug 1: CCN(CC)CCCC(C)NC1=C2C=C(C=CC2=NC3=C1C=CC(=C3)Cl)OC. Drug 2: C1CC(=O)NC(=O)C1N2C(=O)C3=CC=CC=C3C2=O. Cell line: HOP-92. Synergy scores: CSS=14.1, Synergy_ZIP=-6.18, Synergy_Bliss=6.00, Synergy_Loewe=-13.2, Synergy_HSA=3.26. (3) Drug 1: CC(C1=C(C=CC(=C1Cl)F)Cl)OC2=C(N=CC(=C2)C3=CN(N=C3)C4CCNCC4)N. Drug 2: COCCOC1=C(C=C2C(=C1)C(=NC=N2)NC3=CC=CC(=C3)C#C)OCCOC.Cl. Cell line: COLO 205. Synergy scores: CSS=11.3, Synergy_ZIP=-2.36, Synergy_Bliss=5.95, Synergy_Loewe=-0.307, Synergy_HSA=2.09. (4) Drug 1: C1CC(CNC1)C2=CC=C(C=C2)N3C=C4C=CC=C(C4=N3)C(=O)N. Drug 2: CC1(CCCN1)C2=NC3=C(C=CC=C3N2)C(=O)N. Cell line: SW-620. Synergy scores: CSS=19.8, Synergy_ZIP=0.870, Synergy_Bliss=-4.78, Synergy_Loewe=-26.4, Synergy_HSA=-5.07. (5) Cell line: M14. Synergy scores: CSS=32.0, Synergy_ZIP=7.19, Synergy_Bliss=8.01, Synergy_Loewe=-12.4, Synergy_HSA=5.29. Drug 1: CS(=O)(=O)C1=CC(=C(C=C1)C(=O)NC2=CC(=C(C=C2)Cl)C3=CC=CC=N3)Cl. Drug 2: C1=CC(=CC=C1CCC2=CNC3=C2C(=O)NC(=N3)N)C(=O)NC(CCC(=O)O)C(=O)O. (6) Drug 1: CC=C1C(=O)NC(C(=O)OC2CC(=O)NC(C(=O)NC(CSSCCC=C2)C(=O)N1)C(C)C)C(C)C. Drug 2: CCC1(C2=C(COC1=O)C(=O)N3CC4=CC5=C(C=CC(=C5CN(C)C)O)N=C4C3=C2)O.Cl. Cell line: SF-539. Synergy scores: CSS=60.0, Synergy_ZIP=-0.231, Synergy_Bliss=-1.45, Synergy_Loewe=-1.80, Synergy_HSA=1.61. (7) Drug 1: CCN(CC)CCNC(=O)C1=C(NC(=C1C)C=C2C3=C(C=CC(=C3)F)NC2=O)C. Drug 2: CC(C)(C#N)C1=CC(=CC(=C1)CN2C=NC=N2)C(C)(C)C#N. Cell line: LOX IMVI. Synergy scores: CSS=-2.27, Synergy_ZIP=1.28, Synergy_Bliss=-0.157, Synergy_Loewe=-0.894, Synergy_HSA=-1.66. (8) Drug 1: CN1CCC(CC1)COC2=C(C=C3C(=C2)N=CN=C3NC4=C(C=C(C=C4)Br)F)OC. Drug 2: C1CN(P(=O)(OC1)NCCCl)CCCl. Cell line: KM12. Synergy scores: CSS=-3.10, Synergy_ZIP=3.67, Synergy_Bliss=2.74, Synergy_Loewe=0.0972, Synergy_HSA=-0.763.